Dataset: NCI-60 drug combinations with 297,098 pairs across 59 cell lines. Task: Regression. Given two drug SMILES strings and cell line genomic features, predict the synergy score measuring deviation from expected non-interaction effect. (1) Drug 1: CC1CCCC2(C(O2)CC(NC(=O)CC(C(C(=O)C(C1O)C)(C)C)O)C(=CC3=CSC(=N3)C)C)C. Drug 2: CC1C(C(CC(O1)OC2CC(CC3=C2C(=C4C(=C3O)C(=O)C5=CC=CC=C5C4=O)O)(C(=O)C)O)N)O. Cell line: M14. Synergy scores: CSS=37.2, Synergy_ZIP=0.341, Synergy_Bliss=0.0618, Synergy_Loewe=-0.700, Synergy_HSA=-0.587. (2) Drug 1: CC1CCC2CC(C(=CC=CC=CC(CC(C(=O)C(C(C(=CC(C(=O)CC(OC(=O)C3CCCCN3C(=O)C(=O)C1(O2)O)C(C)CC4CCC(C(C4)OC)OCCO)C)C)O)OC)C)C)C)OC. Drug 2: C1CN(P(=O)(OC1)NCCCl)CCCl. Cell line: CCRF-CEM. Synergy scores: CSS=9.87, Synergy_ZIP=-3.85, Synergy_Bliss=-1.52, Synergy_Loewe=-9.84, Synergy_HSA=-1.92. (3) Drug 1: C1C(C(OC1N2C=C(C(=O)NC2=O)F)CO)O. Drug 2: C1CC(C1)(C(=O)O)C(=O)O.[NH2-].[NH2-].[Pt+2]. Cell line: PC-3. Synergy scores: CSS=20.0, Synergy_ZIP=-6.97, Synergy_Bliss=-2.86, Synergy_Loewe=-1.33, Synergy_HSA=0.0487. (4) Drug 1: CC=C1C(=O)NC(C(=O)OC2CC(=O)NC(C(=O)NC(CSSCCC=C2)C(=O)N1)C(C)C)C(C)C. Drug 2: C1CC(=O)NC(=O)C1N2C(=O)C3=CC=CC=C3C2=O. Cell line: NCI/ADR-RES. Synergy scores: CSS=50.7, Synergy_ZIP=3.86, Synergy_Bliss=0.889, Synergy_Loewe=-46.7, Synergy_HSA=-0.690. (5) Drug 1: C1=CC(=C2C(=C1NCCNCCO)C(=O)C3=C(C=CC(=C3C2=O)O)O)NCCNCCO. Cell line: ACHN. Drug 2: CC(CN1CC(=O)NC(=O)C1)N2CC(=O)NC(=O)C2. Synergy scores: CSS=68.8, Synergy_ZIP=8.25, Synergy_Bliss=8.13, Synergy_Loewe=11.1, Synergy_HSA=14.0.